This data is from Full USPTO retrosynthesis dataset with 1.9M reactions from patents (1976-2016). The task is: Predict the reactants needed to synthesize the given product. (1) Given the product [C:1]1([O:7][C:8](=[O:23])[NH:9][C@H:10]([C:14]2[C:19]([F:20])=[CH:18][CH:17]=[C:16]([Cl:21])[C:15]=2[F:22])[CH2:11][CH:12]=[O:27])[CH:6]=[CH:5][CH:4]=[CH:3][CH:2]=1, predict the reactants needed to synthesize it. The reactants are: [C:1]1([O:7][C:8](=[O:23])[NH:9][C@H:10]([C:14]2[C:19]([F:20])=[CH:18][CH:17]=[C:16]([Cl:21])[C:15]=2[F:22])[CH2:11][CH:12]=C)[CH:6]=[CH:5][CH:4]=[CH:3][CH:2]=1.Cl.ClC(OC1C=CC=CC=1)=[O:27]. (2) Given the product [NH2:19][C:4]1[C:3]2[C:2]([C:20]#[N:21])=[CH:1][N:9]([C@@H:10]3[O:14][C@H:13]4[C@@H:12]([O:17][Si:25]([CH:23]([CH3:24])[CH3:22])([CH:26]([CH3:28])[CH3:27])[O:29][Si:30]([CH:34]([CH3:36])[CH3:35])([CH:31]([CH3:32])[CH3:33])[O:16][CH2:15]4)[C@H:11]3[OH:18])[C:8]=2[N:7]=[CH:6][N:5]=1, predict the reactants needed to synthesize it. The reactants are: [CH:1]1[N:9]([C@@H:10]2[O:14][C@H:13]([CH2:15][OH:16])[C@@H:12]([OH:17])[C@H:11]2[OH:18])[C:8]2[C:3](=[C:4]([NH2:19])[N:5]=[CH:6][N:7]=2)[C:2]=1[C:20]#[N:21].[CH3:22][CH:23]([Si:25](Cl)([O:29][Si:30](Cl)([CH:34]([CH3:36])[CH3:35])[CH:31]([CH3:33])[CH3:32])[CH:26]([CH3:28])[CH3:27])[CH3:24]. (3) Given the product [Cl:1][C:17]1[C:16](=[O:23])[N:15]([CH2:14][C:13]2[CH:24]=[CH:25][C:10]([Cl:9])=[C:11]([O:26][CH3:27])[CH:12]=2)[C:20]([CH3:21])=[CH:19][C:18]=1[OH:22], predict the reactants needed to synthesize it. The reactants are: [Cl:1]N1C(=O)CCC1=O.[Cl:9][C:10]1[CH:25]=[CH:24][C:13]([CH2:14][N:15]2[C:20]([CH3:21])=[CH:19][C:18]([OH:22])=[CH:17][C:16]2=[O:23])=[CH:12][C:11]=1[O:26][CH3:27]. (4) Given the product [Cl:13][C:11]1[C:10]([C:14]2[S:15][C:16]([C:19]3[N:20]=[C:21]4[CH:34]([CH:32]=3)[CH:23]=[C:24]([C:28]([F:30])([F:31])[F:29])[CH:25]=[C:26]4[Cl:27])=[N:17][N:18]=2)=[CH:9][C:8]([F:33])=[C:7]([CH:12]=1)[O:6][CH2:5][CH:2]([NH:1][C:46](=[O:47])[O:45][C:42]([CH3:44])([CH3:43])[CH3:41])[CH2:3][OH:4], predict the reactants needed to synthesize it. The reactants are: [NH2:1][CH:2]([CH2:5][O:6][C:7]1[CH:12]=[C:11]([Cl:13])[C:10]([C:14]2[S:15][C:16]([C:19]3[N:20]=[C:21]4[C:26]([Cl:27])=[CH:25][C:24]([C:28]([F:31])([F:30])[F:29])=[CH:23]N4[CH:32]=3)=[N:17][N:18]=2)=[CH:9][C:8]=1[F:33])[CH2:3][OH:4].[CH3:34]CN(CC)CC.[CH3:41][C:42]([O:45][C:46](O[C:46]([O:45][C:42]([CH3:44])([CH3:43])[CH3:41])=[O:47])=[O:47])([CH3:44])[CH3:43]. (5) The reactants are: C([CH:3]([C:7]1([CH3:20])[C:15]2[C:10](=[CH:11][CH:12]=[CH:13][C:14]=2[N+:16]([O-])=O)[NH:9][C:8]1=S)[C:4]([O-:6])=[O:5])C.[BH4-].[Na+].[CH2:23]1COC[CH2:24]1. Given the product [NH2:16][C:14]1[CH:13]=[CH:12][CH:11]=[C:10]2[C:15]=1[C:7]([CH2:3][C:4]([O:6][CH2:23][CH3:24])=[O:5])([CH3:20])[CH2:8][NH:9]2, predict the reactants needed to synthesize it. (6) Given the product [Br:24][C:21]1[CH:22]=[C:23]2[C:18](=[CH:19][CH:20]=1)[N:17]=[CH:16][C:15]([C:25]([CH:27]1[CH2:28][CH2:29]1)=[O:26])=[C:14]2[NH:13][C@H:10]1[CH2:11][CH2:12][C@H:7]([CH2:6][NH:31][CH3:30])[CH2:8][CH2:9]1, predict the reactants needed to synthesize it. The reactants are: CS(O[CH2:6][C@H:7]1[CH2:12][CH2:11][C@H:10]([NH:13][C:14]2[C:23]3[C:18](=[CH:19][CH:20]=[C:21]([Br:24])[CH:22]=3)[N:17]=[CH:16][C:15]=2[C:25]([CH:27]2[CH2:29][CH2:28]2)=[O:26])[CH2:9][CH2:8]1)(=O)=O.[CH3:30][NH2:31]. (7) Given the product [C:1]([C:5]1[CH:6]=[CH:7][C:8]([N:11]2[C:15](=[O:16])[C:14]([CH3:18])([CH3:17])[N:13]([CH2:19][C:20]3[CH:25]=[CH:24][N:23]=[C:22]([NH:26][C:27](=[O:28])[N:38]([CH3:39])[CH3:37])[N:21]=3)[C:12]2=[O:36])=[CH:9][CH:10]=1)([CH3:4])([CH3:3])[CH3:2], predict the reactants needed to synthesize it. The reactants are: [C:1]([C:5]1[CH:10]=[CH:9][C:8]([N:11]2[C:15](=[O:16])[C:14]([CH3:18])([CH3:17])[N:13]([CH2:19][C:20]3[CH:25]=[CH:24][N:23]=[C:22]([NH:26][C:27](=O)[O:28]C4C=CC=CC=4)[N:21]=3)[C:12]2=[O:36])=[CH:7][CH:6]=1)([CH3:4])([CH3:3])[CH3:2].[CH3:37][NH:38][CH3:39]. (8) Given the product [Cl:1][C:2]1[CH:3]=[CH:4][C:5]([O:25][CH2:31][C:30]2[CH:33]=[CH:34][C:27]([F:26])=[CH:28][CH:29]=2)=[C:6]([C:8]2[CH2:13][CH2:12][CH2:11][CH2:10][C:9]=2[C:14]2[N:19]=[C:18]([C:20]([O:22][CH2:23][CH3:24])=[O:21])[CH:17]=[CH:16][CH:15]=2)[CH:7]=1, predict the reactants needed to synthesize it. The reactants are: [Cl:1][C:2]1[CH:3]=[CH:4][C:5]([OH:25])=[C:6]([C:8]2[CH2:13][CH2:12][CH2:11][CH2:10][C:9]=2[C:14]2[N:19]=[C:18]([C:20]([O:22][CH2:23][CH3:24])=[O:21])[CH:17]=[CH:16][CH:15]=2)[CH:7]=1.[F:26][C:27]1[CH:34]=[CH:33][C:30]([CH2:31]Br)=[CH:29][CH:28]=1.C(=O)([O-])[O-].[K+].[K+]. (9) Given the product [Br:17][C:18]1[CH:19]=[C:20]([CH:23]=[CH:24][CH:25]=1)[CH:21]=[N:1][C:2]1[CH:16]=[CH:15][CH:14]=[CH:13][C:3]=1[C:4]([NH:6][C:7]1[CH:12]=[CH:11][CH:10]=[CH:9][CH:8]=1)=[O:5], predict the reactants needed to synthesize it. The reactants are: [NH2:1][C:2]1[CH:16]=[CH:15][CH:14]=[CH:13][C:3]=1[C:4]([NH:6][C:7]1[CH:12]=[CH:11][CH:10]=[CH:9][CH:8]=1)=[O:5].[Br:17][C:18]1[CH:19]=[C:20]([CH:23]=[CH:24][CH:25]=1)[CH:21]=O.